This data is from Forward reaction prediction with 1.9M reactions from USPTO patents (1976-2016). The task is: Predict the product of the given reaction. (1) Given the reactants [NH2:1][C:2]1[CH:9]=[CH:8][CH:7]=[CH:6][C:3]=1[CH:4]=O.[F:10][CH:11]([F:23])[O:12][C:13]1[CH:18]=[CH:17][CH:16]=[CH:15][C:14]=1[CH2:19][CH2:20][C:21]#[N:22], predict the reaction product. The product is: [F:10][CH:11]([F:23])[O:12][C:13]1[CH:18]=[CH:17][CH:16]=[CH:15][C:14]=1[CH2:19][C:20]1[C:21]([NH2:22])=[N:1][C:2]2[C:3]([CH:4]=1)=[CH:6][CH:7]=[CH:8][CH:9]=2. (2) Given the reactants Br[CH2:2][C:3]1[CH:15]=[CH:14][C:6]2[C:7](=[O:13])[O:8][C:9]([CH3:12])([CH3:11])[O:10][C:5]=2[CH:4]=1.[C:16]([O-:19])(=[O:18])[CH3:17].[Na+].CCCCCCC.C(OCC)(=O)C.O, predict the reaction product. The product is: [C:16]([O:19][CH2:2][C:3]1[CH:15]=[CH:14][C:6]2[C:7](=[O:13])[O:8][C:9]([CH3:12])([CH3:11])[O:10][C:5]=2[CH:4]=1)(=[O:18])[CH3:17]. (3) Given the reactants [CH3:1][O:2][C:3]1[CH:8]=[CH:7][C:6]([N:9]2[C:13]3[C:14](=[O:29])[N:15]([C:18]4[CH:23]=[CH:22][C:21]([C:24]5([NH:27][CH3:28])[CH2:26][CH2:25]5)=[CH:20][CH:19]=4)[CH2:16][CH2:17][C:12]=3[C:11]([C:30]([F:33])([F:32])[F:31])=[N:10]2)=[CH:5][CH:4]=1.C=O.[CH3:36]C(O)=O.[BH3-]C#N.[Na+].[OH-].[Na+], predict the reaction product. The product is: [CH3:28][N:27]([CH3:36])[C:24]1([C:21]2[CH:22]=[CH:23][C:18]([N:15]3[CH2:16][CH2:17][C:12]4[C:11]([C:30]([F:32])([F:33])[F:31])=[N:10][N:9]([C:6]5[CH:7]=[CH:8][C:3]([O:2][CH3:1])=[CH:4][CH:5]=5)[C:13]=4[C:14]3=[O:29])=[CH:19][CH:20]=2)[CH2:26][CH2:25]1.